This data is from Orexin1 receptor HTS with 218,158 compounds and 233 confirmed actives. The task is: Binary Classification. Given a drug SMILES string, predict its activity (active/inactive) in a high-throughput screening assay against a specified biological target. The molecule is O(C(=O)C=1C(c2cc3c([nH]c2=O)cc(cc3)C)C(=C(NC1C)C)C(OC)=O)C. The result is 0 (inactive).